This data is from Reaction yield outcomes from USPTO patents with 853,638 reactions. The task is: Predict the reaction yield, written as a fraction of the theoretical maximum amount of product (1.0 means a 100% yield; for example, 0.34 means a 34% yield). (1) The reactants are [CH:1]1([C:4]2[CH:9]=[C:8]([CH:10](OCC)[O:11]CC)[N:7]=[C:6]([S:17][CH2:18][CH2:19][CH2:20][CH2:21][CH2:22][CH3:23])[N:5]=2)[CH2:3][CH2:2]1.Cl.C([O-])([O-])=O.[Na+].[Na+]. The catalyst is C1COCC1. The product is [CH:1]1([C:4]2[N:5]=[C:6]([S:17][CH2:18][CH2:19][CH2:20][CH2:21][CH2:22][CH3:23])[N:7]=[C:8]([CH:10]=[O:11])[CH:9]=2)[CH2:3][CH2:2]1. The yield is 0.940. (2) The reactants are [C:1]([C:3]1[CH:11]=[C:10]([O:12][CH3:13])[CH:9]=[CH:8][C:4]=1[C:5]([OH:7])=O)#[N:2].[CH3:14][CH2:15][CH2:16][CH:17]([NH2:21])[CH2:18][CH2:19][CH3:20]. No catalyst specified. The product is [C:1]([C:3]1[CH:11]=[C:10]([O:12][CH3:13])[CH:9]=[CH:8][C:4]=1[C:5]([NH:21][CH:17]([CH2:18][CH2:19][CH3:20])[CH2:16][CH2:15][CH3:14])=[O:7])#[N:2]. The yield is 0.730.